From a dataset of NCI-60 drug combinations with 297,098 pairs across 59 cell lines. Regression. Given two drug SMILES strings and cell line genomic features, predict the synergy score measuring deviation from expected non-interaction effect. Drug 1: C1=CC(=CC=C1C#N)C(C2=CC=C(C=C2)C#N)N3C=NC=N3. Drug 2: C1=NC(=NC(=O)N1C2C(C(C(O2)CO)O)O)N. Cell line: DU-145. Synergy scores: CSS=4.80, Synergy_ZIP=-3.93, Synergy_Bliss=7.58, Synergy_Loewe=-7.38, Synergy_HSA=-2.12.